This data is from Full USPTO retrosynthesis dataset with 1.9M reactions from patents (1976-2016). The task is: Predict the reactants needed to synthesize the given product. (1) Given the product [Cl:22][C:23]1[CH:32]=[C:31]2[C:26]([C:27]([NH:33][CH2:34][C:35]([NH:1][CH2:2][C@@H:3]3[O:7][C:6](=[O:8])[N:5]([C:9]4[CH:14]=[CH:13][C:12]([N:15]5[CH2:16][CH2:17][O:18][CH2:19][CH2:20]5)=[C:11]([F:21])[CH:10]=4)[CH2:4]3)=[O:36])=[CH:28][CH:29]=[N:30]2)=[CH:25][CH:24]=1, predict the reactants needed to synthesize it. The reactants are: [NH2:1][CH2:2][CH:3]1[O:7][C:6](=[O:8])[N:5]([C:9]2[CH:14]=[CH:13][C:12]([N:15]3[CH2:20][CH2:19][O:18][CH2:17][CH2:16]3)=[C:11]([F:21])[CH:10]=2)[CH2:4]1.[Cl:22][C:23]1[CH:32]=[C:31]2[C:26]([C:27]([NH:33][CH2:34][C:35](O)=[O:36])=[CH:28][CH:29]=[N:30]2)=[CH:25][CH:24]=1.C1CN([P+](ON2N=NC3C=CC=CC2=3)(N2CCCC2)N2CCCC2)CC1.F[P-](F)(F)(F)(F)F.CN1CCOCC1. (2) The reactants are: [Cl-:1].[Cr+3:2].N1C2C=CC=CC=2N=C1CNCC1NC2C=CC=CC=2N=1.[Cl-].[Cl-].[NH:26]1[C:30]2[CH:31]=[CH:32][CH:33]=[CH:34][C:29]=2[N:28]=[C:27]1[CH2:35][O:36][CH2:37][C:38]1[NH:42][C:41]2[CH:43]=[CH:44][CH:45]=[CH:46][C:40]=2[N:39]=1.[K+].[Br-]. Given the product [Cl-:1].[Cr+3:2].[NH:26]1[C:30]2[CH:31]=[CH:32][CH:33]=[CH:34][C:29]=2[N:28]=[C:27]1[CH2:35][O:36][CH2:37][C:38]1[NH:39][C:40]2[CH:46]=[CH:45][CH:44]=[CH:43][C:41]=2[N:42]=1.[Cl-:1].[Cl-:1], predict the reactants needed to synthesize it. (3) Given the product [NH2:9][C:5]1[N:4]=[C:3]([NH:10][C@H:11]2[CH2:16][CH2:15][C@H:14]([O:17][CH3:18])[CH2:13][CH2:12]2)[C:2](/[CH:21]=[CH:20]/[C:19]([O:23][CH2:24][CH3:25])=[O:22])=[C:7]([CH3:8])[N:6]=1, predict the reactants needed to synthesize it. The reactants are: Br[C:2]1[C:3]([NH:10][C@H:11]2[CH2:16][CH2:15][C@H:14]([O:17][CH3:18])[CH2:13][CH2:12]2)=[N:4][C:5]([NH2:9])=[N:6][C:7]=1[CH3:8].[C:19]([O:23][CH2:24][CH3:25])(=[O:22])[CH:20]=[CH2:21]. (4) The reactants are: CC(C)([O-])C.[K+].[CH3:7][N:8]1[C:12](=[O:13])[N:11]([C:14]2[CH:19]=[CH:18][CH:17]=[CH:16][C:15]=2[CH2:20][O:21][C:22]2[CH:27]=[CH:26][C:25]([C:28](=[O:31])[CH2:29][CH3:30])=[CH:24][C:23]=2[CH3:32])[N:10]=[N:9]1.[C:33]([O:40][CH2:41][CH3:42])(=[O:39])[C:34]([O:36]CC)=O.Cl. Given the product [CH2:41]([O:40][C:33](=[O:39])[C:34](=[O:36])[CH:29]([CH3:30])[C:28]([C:25]1[CH:26]=[CH:27][C:22]([O:21][CH2:20][C:15]2[CH:16]=[CH:17][CH:18]=[CH:19][C:14]=2[N:11]2[C:12](=[O:13])[N:8]([CH3:7])[N:9]=[N:10]2)=[C:23]([CH3:32])[CH:24]=1)=[O:31])[CH3:42], predict the reactants needed to synthesize it. (5) Given the product [CH3:2][O:3][C:4]1[CH:5]=[C:6]([C:10]2([CH2:30][C:29]([N:31]([CH3:34])[CH3:32])=[O:37])[CH2:15][CH2:14][N:13]([C:16]3[N:17]=[CH:18][CH:19]=[CH:20][N:21]=3)[CH2:12][CH2:11]2)[CH:7]=[CH:8][CH:9]=1, predict the reactants needed to synthesize it. The reactants are: Cl.[CH3:2][O:3][C:4]1[CH:5]=[C:6]([C:10]2(C(Cl)=O)[CH2:15][CH2:14][N:13]([C:16]3[N:21]=[CH:20][CH:19]=[CH:18][N:17]=3)[CH2:12][CH2:11]2)[CH:7]=[CH:8][CH:9]=1.Cl.CNC.[CH2:29]([N:31]([CH2:34]C)[CH2:32]C)[CH3:30].C(=O)([O-])[OH:37].[Na+]. (6) Given the product [C:50]([CH:25]1[CH2:24][O:23][CH:22]([N:18]2[C:19]3[C:15](=[CH:14][CH:13]=[CH:21][CH:20]=3)[C:16]([C:28]3[CH:29]=[C:30]([C:31]([NH:41][CH2:42][CH2:43][CH:44]4[CH2:2][CH2:1][CH2:6][CH2:47][NH:45]4)=[O:33])[CH:34]=[CH:35][CH:36]=3)=[N:17]2)[CH2:27][CH2:26]1)#[N:49], predict the reactants needed to synthesize it. The reactants are: [CH:1]1[CH:2]=CC2N(O)N=NC=2[CH:6]=1.C([C:13]1[CH:14]=[C:15]2[C:19](=[CH:20][CH:21]=1)[N:18]([CH:22]1[CH2:27][CH2:26][CH2:25][CH2:24][O:23]1)[N:17]=[C:16]2[C:28]1[CH:29]=[C:30]([CH:34]=[CH:35][CH:36]=1)[C:31]([OH:33])=O)#N.CCN=C=[N:41][CH2:42][CH2:43][CH2:44][N:45]([CH3:47])C.Cl.[NH2:49][CH2:50]CN1CCCCC1. (7) Given the product [NH2:8][C:9]1[N:10]=[C:11]([CH3:38])[N:12]=[C:13]([C:15]2[C:16]([NH:21][C:22]3[CH:27]=[CH:26][NH:25][C:24](=[O:28])[CH:23]=3)=[N:17][CH:18]=[CH:19][CH:20]=2)[N:14]=1, predict the reactants needed to synthesize it. The reactants are: COC1C=CC(C[N:8](CC2C=CC(OC)=CC=2)[C:9]2[N:14]=[C:13]([C:15]3[C:16]([NH:21][C:22]4[CH:27]=[CH:26][N:25]=[C:24]([O:28]CC5C=CC(OC)=CC=5)[CH:23]=4)=[N:17][CH:18]=[CH:19][CH:20]=3)[N:12]=[C:11]([CH3:38])[N:10]=2)=CC=1.FC(F)(F)C(O)=O.FC(F)(F)S(O)(=O)=O.C([O-])(O)=O.[Na+]. (8) Given the product [Br:1][C:2]1[CH:3]=[C:4]([C:9]([O:11][CH3:12])=[O:10])[CH:5]=[N:6][C:7]=1[CH3:14], predict the reactants needed to synthesize it. The reactants are: [Br:1][C:2]1[CH:3]=[C:4]([C:9]([O:11][CH3:12])=[O:10])[CH:5]=[N:6][C:7]=1Br.O1CCC[CH2:14]1.C[Mg]Br. (9) Given the product [F:16][C:17]1[CH:24]=[CH:23][C:20]([CH2:21][CH:9]([C:8]([C:5]2[CH:4]=[CH:3][C:2]([F:1])=[CH:7][CH:6]=2)=[O:15])[C:10]([O:12][CH2:13][CH3:14])=[O:11])=[CH:19][CH:18]=1, predict the reactants needed to synthesize it. The reactants are: [F:1][C:2]1[CH:7]=[CH:6][C:5]([C:8](=[O:15])[CH2:9][C:10]([O:12][CH2:13][CH3:14])=[O:11])=[CH:4][CH:3]=1.[F:16][C:17]1[CH:24]=[CH:23][C:20]([CH2:21]Br)=[CH:19][CH:18]=1.C(=O)([O-])[O-].[K+].[K+]. (10) Given the product [OH:5][CH2:6][CH2:7][CH2:8][C@@H:9]([CH2:25][O:26][S:27]([C:30]1[CH:36]=[CH:35][C:33]([CH3:34])=[CH:32][CH:31]=1)(=[O:28])=[O:29])[CH2:10][C@H:11]1[CH2:15][O:14][C:13]([CH3:16])([CH3:17])[N:12]1[C:18]([O:20][C:21]([CH3:22])([CH3:23])[CH3:24])=[O:19], predict the reactants needed to synthesize it. The reactants are: C([O:5][C:6](=O)[CH2:7][CH2:8][C@@H:9]([CH2:25][O:26][S:27]([C:30]1[CH:36]=[CH:35][C:33]([CH3:34])=[CH:32][CH:31]=1)(=[O:29])=[O:28])[CH2:10][C@H:11]1[CH2:15][O:14][C:13]([CH3:17])([CH3:16])[N:12]1[C:18]([O:20][C:21]([CH3:24])([CH3:23])[CH3:22])=[O:19])(C)(C)C.[BH4-].[Na+].